This data is from Full USPTO retrosynthesis dataset with 1.9M reactions from patents (1976-2016). The task is: Predict the reactants needed to synthesize the given product. (1) Given the product [O:30]=[S:2]1(=[O:1])[C:8]2[CH:9]=[CH:10][CH:11]=[CH:12][C:7]=2[CH2:6][N:5]([C:13]2[CH:22]=[C:21]([N:23]3[CH2:27][CH2:26][CH:25]([NH:28][CH:33]4[CH2:34][O:31][CH2:32]4)[CH2:24]3)[C:20]3[C:15](=[CH:16][CH:17]=[C:18]([CH3:29])[CH:19]=3)[N:14]=2)[CH2:4][CH2:3]1, predict the reactants needed to synthesize it. The reactants are: [O:1]=[S:2]1(=[O:30])[C:8]2[CH:9]=[CH:10][CH:11]=[CH:12][C:7]=2[CH2:6][N:5]([C:13]2[CH:22]=[C:21]([N:23]3[CH2:27][CH2:26][CH:25]([NH2:28])[CH2:24]3)[C:20]3[C:15](=[CH:16][CH:17]=[C:18]([CH3:29])[CH:19]=3)[N:14]=2)[CH2:4][CH2:3]1.[O:31]1[CH2:34][C:33](=O)[CH2:32]1. (2) Given the product [Cl:14][C:5]1[C:4]([N+:10]([O-:12])=[O:11])=[CH:3][C:2]([CH3:1])=[C:7]([CH3:8])[N:6]=1, predict the reactants needed to synthesize it. The reactants are: [CH3:1][C:2]1[CH:3]=[C:4]([N+:10]([O-:12])=[O:11])[C:5](=O)[NH:6][C:7]=1[CH3:8].P(Cl)(Cl)(Cl)(Cl)[Cl:14].